This data is from Catalyst prediction with 721,799 reactions and 888 catalyst types from USPTO. The task is: Predict which catalyst facilitates the given reaction. (1) Reactant: [Br:1][C:2]1[C:8]([F:9])=[CH:7][C:5]([NH2:6])=[CH:4][C:3]=1[F:10].C1C(=O)N([Cl:18])C(=O)C1. Product: [Br:1][C:2]1[C:8]([F:9])=[CH:7][C:5]([NH2:6])=[C:4]([Cl:18])[C:3]=1[F:10]. The catalyst class is: 215. (2) Reactant: [CH:1]([C:4]1[CH:9]=[CH:8][C:7]([CH:10]2[C:14]3[C:15]([CH3:20])=[CH:16][CH:17]=[C:18]([CH3:19])[C:13]=3[O:12][C:11]2=[O:21])=[CH:6][CH:5]=1)([CH3:3])[CH3:2]. Product: [OH:21][CH2:11][CH:10]([C:14]1[C:15]([CH3:20])=[CH:16][CH:17]=[C:18]([CH3:19])[C:13]=1[OH:12])[C:7]1[CH:6]=[CH:5][C:4]([CH:1]([CH3:3])[CH3:2])=[CH:9][CH:8]=1. The catalyst class is: 195.